From a dataset of NCI-60 drug combinations with 297,098 pairs across 59 cell lines. Regression. Given two drug SMILES strings and cell line genomic features, predict the synergy score measuring deviation from expected non-interaction effect. (1) Drug 1: C1=CC(=CC=C1CCCC(=O)O)N(CCCl)CCCl. Drug 2: C1=NC2=C(N=C(N=C2N1C3C(C(C(O3)CO)O)O)F)N. Cell line: NCI-H460. Synergy scores: CSS=21.5, Synergy_ZIP=0.502, Synergy_Bliss=-4.94, Synergy_Loewe=-10.3, Synergy_HSA=-5.06. (2) Drug 1: CN(C)N=NC1=C(NC=N1)C(=O)N. Drug 2: C1=NC2=C(N1)C(=S)N=CN2. Cell line: NCI-H460. Synergy scores: CSS=17.3, Synergy_ZIP=-6.09, Synergy_Bliss=1.98, Synergy_Loewe=-0.801, Synergy_HSA=2.98. (3) Drug 1: CC1=C(C(=O)C2=C(C1=O)N3CC4C(C3(C2COC(=O)N)OC)N4)N. Drug 2: COCCOC1=C(C=C2C(=C1)C(=NC=N2)NC3=CC=CC(=C3)C#C)OCCOC.Cl. Cell line: NCI-H460. Synergy scores: CSS=48.4, Synergy_ZIP=0.615, Synergy_Bliss=-1.55, Synergy_Loewe=-29.4, Synergy_HSA=-1.24. (4) Drug 1: CC(CN1CC(=O)NC(=O)C1)N2CC(=O)NC(=O)C2. Drug 2: CN(C)N=NC1=C(NC=N1)C(=O)N. Cell line: SNB-75. Synergy scores: CSS=1.44, Synergy_ZIP=-0.205, Synergy_Bliss=2.43, Synergy_Loewe=-0.545, Synergy_HSA=0.685. (5) Drug 2: CC1=CC2C(CCC3(C2CCC3(C(=O)C)OC(=O)C)C)C4(C1=CC(=O)CC4)C. Cell line: SNB-75. Drug 1: CS(=O)(=O)C1=CC(=C(C=C1)C(=O)NC2=CC(=C(C=C2)Cl)C3=CC=CC=N3)Cl. Synergy scores: CSS=-5.73, Synergy_ZIP=3.62, Synergy_Bliss=1.02, Synergy_Loewe=-5.08, Synergy_HSA=-4.54. (6) Drug 1: CN(C(=O)NC(C=O)C(C(C(CO)O)O)O)N=O. Drug 2: C1CN(P(=O)(OC1)NCCCl)CCCl. Cell line: UACC-257. Synergy scores: CSS=2.94, Synergy_ZIP=1.14, Synergy_Bliss=2.25, Synergy_Loewe=0.938, Synergy_HSA=-0.920.